Dataset: Full USPTO retrosynthesis dataset with 1.9M reactions from patents (1976-2016). Task: Predict the reactants needed to synthesize the given product. (1) Given the product [CH:1]1([C:4]2[CH:16]=[C:7]3[C:8]([CH:14]=[O:15])=[CH:9][CH:10]=[C:11]([O:12][CH3:13])[N:6]3[N:5]=2)[CH2:2][CH2:3]1, predict the reactants needed to synthesize it. The reactants are: [CH:1]1([C:4]2[CH:16]=[C:7]3[C:8]([CH2:14][OH:15])=[CH:9][CH:10]=[C:11]([O:12][CH3:13])[N:6]3[N:5]=2)[CH2:3][CH2:2]1. (2) Given the product [C:1]([O:5][C:6]([N:8]1[CH2:14][CH2:13][C:12]2[C:15]([S:20][CH2:21][C:30]3[CH:29]=[N:28][C:27]([Cl:26])=[CH:32][CH:31]=3)=[C:16]([Cl:19])[CH:17]=[CH:18][C:11]=2[CH2:10][CH2:9]1)=[O:7])([CH3:3])([CH3:4])[CH3:2], predict the reactants needed to synthesize it. The reactants are: [C:1]([O:5][C:6]([N:8]1[CH2:14][CH2:13][C:12]2[C:15]([S:20][C:21](=O)N(C)C)=[C:16]([Cl:19])[CH:17]=[CH:18][C:11]=2[CH2:10][CH2:9]1)=[O:7])([CH3:4])([CH3:3])[CH3:2].[Cl:26][C:27]1[CH:32]=[CH:31][C:30](CCl)=[CH:29][N:28]=1. (3) Given the product [CH2:29]([CH:21]([CH2:22][CH2:23][CH2:24][CH3:25])[CH2:20][O:19][C:18]([N:1]1[CH2:6][CH2:5][CH:4]([CH2:7][OH:8])[CH2:3][CH2:2]1)=[O:37])[CH3:30], predict the reactants needed to synthesize it. The reactants are: [NH:1]1[CH2:6][CH2:5][CH:4]([CH2:7][OH:8])[CH2:3][CH2:2]1.C(N(CC)C(C)C)(C)C.[C:18](=O)([O-:37])[O:19][C:20]1[CH:25]=[CH:24][C:23]([N+]([O-])=O)=[CH:22][C:21]=1[CH2:29][CH:30](CC)CCCC.O. (4) The reactants are: [Cl:1][C:2]1[CH:19]=[CH:18][C:5]2=[C:6](/[CH:14]=[CH:15]\[C:16]#[N:17])[CH:7]=[C:8]3[C:13]([CH:12]=[N:11][CH:10]=[CH:9]3)=[C:4]2[CH:3]=1.[BH4-].[Na+]. Given the product [Cl:1][C:2]1[CH:19]=[CH:18][C:5]2=[C:6]([CH2:14][CH2:15][C:16]#[N:17])[CH:7]=[C:8]3[C:13]([CH:12]=[N:11][CH:10]=[CH:9]3)=[C:4]2[CH:3]=1, predict the reactants needed to synthesize it. (5) Given the product [ClH:1].[NH2:15][CH:16]([C:47]1[CH:52]=[CH:51][CH:50]=[CH:49][CH:48]=1)[C:17]1[CH:18]=[C:19]([CH:44]=[CH:45][CH:46]=1)[O:20][CH2:21][C:22]1[O:26][N:25]=[C:24]([C:27]2[CH:28]=[CH:29][C:30]([C:31]([O:33][CH2:34][CH2:35][CH2:36][CH:37]3[O:38][CH2:39][CH2:40][O:41]3)=[O:32])=[CH:42][CH:43]=2)[N:23]=1, predict the reactants needed to synthesize it. The reactants are: [ClH:1].O1CCOCC1.C(OC([NH:15][CH:16]([C:47]1[CH:52]=[CH:51][CH:50]=[CH:49][CH:48]=1)[C:17]1[CH:18]=[C:19]([CH:44]=[CH:45][CH:46]=1)[O:20][CH2:21][C:22]1[O:26][N:25]=[C:24]([C:27]2[CH:43]=[CH:42][C:30]([C:31]([O:33][CH2:34][CH2:35][CH2:36][CH:37]3[O:41][CH2:40][CH2:39][O:38]3)=[O:32])=[CH:29][CH:28]=2)[N:23]=1)=O)(C)(C)C. (6) Given the product [N+:13]([C:9]1[CH:8]=[C:7]([C:3]2[C:2]([C:28]#[C:27][Si:24]([CH3:26])([CH3:25])[CH3:23])=[CH:6][NH:5][N:4]=2)[CH:12]=[CH:11][CH:10]=1)([O-:15])=[O:14], predict the reactants needed to synthesize it. The reactants are: I[C:2]1[C:3]([C:7]2[CH:12]=[CH:11][CH:10]=[C:9]([N+:13]([O-:15])=[O:14])[CH:8]=2)=[N:4][NH:5][CH:6]=1.C(N(CC)CC)C.[CH3:23][Si:24]([C:27]#[CH:28])([CH3:26])[CH3:25].